Predict the product of the given reaction. From a dataset of Forward reaction prediction with 1.9M reactions from USPTO patents (1976-2016). (1) Given the reactants [C:1]([C:4]1[CH:9]=[N:8][N:7]2[CH:10]=[C:11]([C:13]3[O:14][C:15]([S:18][CH3:19])=[N:16][N:17]=3)[CH:12]=[C:6]2[C:5]=1[NH:20][C@@H:21]1[CH2:26][CH2:25][N:24]([C:27]([O:29][C:30]([CH3:33])([CH3:32])[CH3:31])=[O:28])[CH2:23][C:22]1([CH3:35])[CH3:34])(=[O:3])[NH2:2].C1C=C(Cl)C=C(C(OO)=[O:44])C=1, predict the reaction product. The product is: [C:1]([C:4]1[CH:9]=[N:8][N:7]2[CH:10]=[C:11]([C:13]3[O:14][C:15]([S:18]([CH3:19])=[O:44])=[N:16][N:17]=3)[CH:12]=[C:6]2[C:5]=1[NH:20][C@@H:21]1[CH2:26][CH2:25][N:24]([C:27]([O:29][C:30]([CH3:33])([CH3:32])[CH3:31])=[O:28])[CH2:23][C:22]1([CH3:35])[CH3:34])(=[O:3])[NH2:2]. (2) Given the reactants C(OC([N:11]1[CH2:16][CH2:15][N:14]([C:17]2[CH:22]=[CH:21][C:20]([C:23]3[N:24]=[N:25][N:26]([CH2:28][CH2:29][OH:30])[N:27]=3)=[CH:19][N:18]=2)[CH2:13][CH2:12]1)=O)C1C=CC=CC=1.CO.C(Cl)(Cl)Cl, predict the reaction product. The product is: [OH:30][CH2:29][CH2:28][N:26]1[N:25]=[N:24][C:23]([C:20]2[CH:21]=[CH:22][C:17]([N:14]3[CH2:15][CH2:16][NH:11][CH2:12][CH2:13]3)=[N:18][CH:19]=2)=[N:27]1. (3) Given the reactants [C:1]([C:5]1[CH:6]=[C:7]([NH:36][S:37]([CH3:40])(=[O:39])=[O:38])[C:8]([O:34][CH3:35])=[C:9]([NH:11][C:12](=[O:33])[C:13]2[CH:18]=[CH:17][C:16]([CH3:19])=[C:15]([N:20]3[CH:24]=[C:23]([C:25]4[CH:26]=[N:27][C:28]([CH:31]=[CH2:32])=[CH:29][CH:30]=4)[N:22]=[N:21]3)[CH:14]=2)[CH:10]=1)([CH3:4])([CH3:3])[CH3:2].[CH3:41][NH2:42], predict the reaction product. The product is: [C:1]([C:5]1[CH:6]=[C:7]([NH:36][S:37]([CH3:40])(=[O:38])=[O:39])[C:8]([O:34][CH3:35])=[C:9]([NH:11][C:12](=[O:33])[C:13]2[CH:18]=[CH:17][C:16]([CH3:19])=[C:15]([N:20]3[CH:24]=[C:23]([C:25]4[CH:26]=[N:27][C:28]([CH2:31][CH2:32][NH:42][CH3:41])=[CH:29][CH:30]=4)[N:22]=[N:21]3)[CH:14]=2)[CH:10]=1)([CH3:2])([CH3:3])[CH3:4]. (4) Given the reactants [CH2:1]([N:8]([CH2:21][C:22]1[CH:40]=[CH:39][C:25]([O:26][C:27]2[CH:32]=[CH:31][C:30]([CH2:33][CH2:34][CH2:35][C:36](O)=[O:37])=[CH:29][CH:28]=2)=[CH:24][CH:23]=1)[C:9]1[CH:14]=[CH:13][CH:12]=[C:11]([NH:15][S:16]([CH3:19])(=[O:18])=[O:17])[C:10]=1[CH3:20])[C:2]1[CH:7]=[CH:6][CH:5]=[CH:4][CH:3]=1.Cl.[NH2:42][CH2:43][CH2:44][CH2:45][C:46]([O:48]CC)=[O:47], predict the reaction product. The product is: [CH2:1]([N:8]([CH2:21][C:22]1[CH:40]=[CH:39][C:25]([O:26][C:27]2[CH:32]=[CH:31][C:30]([CH2:33][CH2:34][CH2:35][C:36]([NH:42][CH2:43][CH2:44][CH2:45][C:46]([OH:48])=[O:47])=[O:37])=[CH:29][CH:28]=2)=[CH:24][CH:23]=1)[C:9]1[CH:14]=[CH:13][CH:12]=[C:11]([NH:15][S:16]([CH3:19])(=[O:17])=[O:18])[C:10]=1[CH3:20])[C:2]1[CH:7]=[CH:6][CH:5]=[CH:4][CH:3]=1. (5) The product is: [CH2:25]([O:29][C:2]1[N:7]=[CH:6][C:5]([CH2:8][C:9]([N:11]2[CH2:16][CH2:15][N:14]([C:17]3[N:24]=[CH:23][CH:22]=[CH:21][C:18]=3[C:19]#[N:20])[CH2:13][CH2:12]2)=[O:10])=[CH:4][CH:3]=1)[CH2:26][CH2:27][CH3:28]. Given the reactants Cl[C:2]1[N:7]=[CH:6][C:5]([CH2:8][C:9]([N:11]2[CH2:16][CH2:15][N:14]([C:17]3[N:24]=[CH:23][CH:22]=[CH:21][C:18]=3[C:19]#[N:20])[CH2:13][CH2:12]2)=[O:10])=[CH:4][CH:3]=1.[CH2:25]([OH:29])[CH2:26][CH2:27][CH3:28].C(=O)([O-])[O-].[Cs+].[Cs+], predict the reaction product. (6) Given the reactants [CH:1]([C:4]1[NH:8][N:7]=[C:6]([CH3:9])[C:5]=1[C:10]([O:12]CC)=[O:11])([CH3:3])[CH3:2].[OH-].[Na+], predict the reaction product. The product is: [CH:1]([C:4]1[NH:8][N:7]=[C:6]([CH3:9])[C:5]=1[C:10]([OH:12])=[O:11])([CH3:3])[CH3:2].